From a dataset of Peptide-MHC class I binding affinity with 185,985 pairs from IEDB/IMGT. Regression. Given a peptide amino acid sequence and an MHC pseudo amino acid sequence, predict their binding affinity value. This is MHC class I binding data. (1) The peptide sequence is ESRDRKWLY. The MHC is HLA-A30:01 with pseudo-sequence HLA-A30:01. The binding affinity (normalized) is 0.208. (2) The peptide sequence is QLQCHQIAI. The MHC is HLA-A31:01 with pseudo-sequence HLA-A31:01. The binding affinity (normalized) is 0.0847. (3) The peptide sequence is YMREVGAAL. The MHC is HLA-B15:09 with pseudo-sequence HLA-B15:09. The binding affinity (normalized) is 0.0847. (4) The peptide sequence is GTVEKWPAL. The MHC is H-2-Kb with pseudo-sequence H-2-Kb. The binding affinity (normalized) is 0.406. (5) The peptide sequence is YFSDVSAPV. The MHC is HLA-A31:01 with pseudo-sequence HLA-A31:01. The binding affinity (normalized) is 0.0847. (6) The peptide sequence is RFVKFNDYR. The MHC is HLA-A33:01 with pseudo-sequence HLA-A33:01. The binding affinity (normalized) is 0.495. (7) The peptide sequence is FLARLIWWL. The MHC is HLA-A68:02 with pseudo-sequence HLA-A68:02. The binding affinity (normalized) is 0.298. (8) The peptide sequence is NTDHPLSINV. The MHC is HLA-A68:02 with pseudo-sequence HLA-A68:02. The binding affinity (normalized) is 1.00.